Predict the product of the given reaction. From a dataset of Forward reaction prediction with 1.9M reactions from USPTO patents (1976-2016). (1) Given the reactants [C:1]([O:5][C:6](=[O:41])[N:7]([CH2:12][C:13]1[O:14][C:15]2[CH:21]=[C:20]([C:22]3[C:30]4[C:25](=[CH:26][C:27]([F:31])=[CH:28][CH:29]=4)[N:24](S(C4C=CC=CC=4)(=O)=O)[CH:23]=3)[CH:19]=[CH:18][C:16]=2[N:17]=1)[S:8]([CH3:11])(=[O:10])=[O:9])([CH3:4])([CH3:3])[CH3:2].[OH-].[Na+].Cl, predict the reaction product. The product is: [C:1]([O:5][C:6](=[O:41])[N:7]([CH2:12][C:13]1[O:14][C:15]2[CH:21]=[C:20]([C:22]3[C:30]4[C:25](=[CH:26][C:27]([F:31])=[CH:28][CH:29]=4)[NH:24][CH:23]=3)[CH:19]=[CH:18][C:16]=2[N:17]=1)[S:8]([CH3:11])(=[O:9])=[O:10])([CH3:4])([CH3:2])[CH3:3]. (2) Given the reactants C(=O)([O-])[O-].[K+].[K+].[CH2:7]1[C:10]2([CH2:13][NH:12][CH2:11]2)[CH2:9][O:8]1.CO.CN(C=O)C.Cl[C:22]1[CH:27]=[CH:26][C:25]([N+:28]([O-:30])=[O:29])=[CH:24][N:23]=1, predict the reaction product. The product is: [N+:28]([C:25]1[CH:26]=[CH:27][C:22]([N:12]2[CH2:13][C:10]3([CH2:9][O:8][CH2:7]3)[CH2:11]2)=[N:23][CH:24]=1)([O-:30])=[O:29]. (3) Given the reactants Br[C:2]1[CH:3]=[C:4]([CH2:9][NH:10][C:11]2[C:12]([F:26])=[C:13]([CH:22]=[CH:23][C:24]=2[F:25])[O:14][CH2:15][C:16]([O:18][CH:19]([CH3:21])[CH3:20])=[O:17])[CH:5]=[C:6]([CH3:8])[CH:7]=1.[F:27][C:28]1[CH:29]=[C:30](B(O)O)[CH:31]=[CH:32][CH:33]=1.C([O-])([O-])=O.[K+].[K+], predict the reaction product. The product is: [F:26][C:12]1[C:11]([NH:10][CH2:9][C:4]2[CH:5]=[C:6]([CH3:8])[CH:7]=[C:2]([C:32]3[CH:31]=[CH:30][CH:29]=[C:28]([F:27])[CH:33]=3)[CH:3]=2)=[C:24]([F:25])[CH:23]=[CH:22][C:13]=1[O:14][CH2:15][C:16]([O:18][CH:19]([CH3:21])[CH3:20])=[O:17]. (4) Given the reactants [CH2:1]([NH:3][C:4]1[S:5][C@H:6]2[O:12][C@H:11]([C:13](N(OC)C)=[O:14])[C@@H:10]([OH:19])[C@H:9]([OH:20])[C@H:7]2[N:8]=1)[CH3:2].C([AlH]CC(C)C)C(C)C, predict the reaction product. The product is: [CH2:1]([NH:3][C:4]1[S:5][CH:6]2[O:12][CH:11]([CH:13]=[O:14])[CH:10]([OH:19])[CH:9]([OH:20])[CH:7]2[N:8]=1)[CH3:2]. (5) The product is: [BrH:12].[Cl:11][C:8]1[CH:7]=[C:3]([C:4]([NH2:6])=[O:5])[C:2](=[NH:1])[N:10]([CH2:13][C:14]2[CH:19]=[C:18]([F:20])[CH:17]=[C:16]([F:21])[C:15]=2[O:22][CH3:23])[CH:9]=1. Given the reactants [NH2:1][C:2]1[N:10]=[CH:9][C:8]([Cl:11])=[CH:7][C:3]=1[C:4]([NH2:6])=[O:5].[Br:12][CH2:13][C:14]1[CH:19]=[C:18]([F:20])[CH:17]=[C:16]([F:21])[C:15]=1[O:22][CH3:23], predict the reaction product. (6) Given the reactants [Na].CC[O-].[Na+].[CH2:6]([O:13][C:14]1[C:19]2[CH2:20][CH2:21][O:22][C:18]=2[CH:17]=[C:16]([C:23]2[N:28]=[CH:27][N:26]=[C:25]([S:29][CH2:30][C:31]([NH2:33])=[O:32])[C:24]=2[C:34]#[N:35])[CH:15]=1)[C:7]1[CH:12]=[CH:11][CH:10]=[CH:9][CH:8]=1.FC(F)(F)C(O)=O, predict the reaction product. The product is: [NH2:35][C:34]1[C:24]2[C:23]([C:16]3[CH:15]=[C:14]([O:13][CH2:6][C:7]4[CH:12]=[CH:11][CH:10]=[CH:9][CH:8]=4)[C:19]4[CH2:20][CH2:21][O:22][C:18]=4[CH:17]=3)=[N:28][CH:27]=[N:26][C:25]=2[S:29][C:30]=1[C:31]([NH2:33])=[O:32]. (7) Given the reactants [F:1][C:2]1[CH:3]=[CH:4][C:5]2[NH:6][C:7]3[C:12]([C:13]=2[CH:14]=1)=[CH:11][CH:10]=[CH:9][CH:8]=3.I[C:16]1[C:21]2[S:22][C:23]3[CH:28]=[CH:27][CH:26]=[CH:25][C:24]=3[C:20]=2[CH:19]=[CH:18][CH:17]=1.P([O-])([O-])([O-])=O.[K+].[K+].[K+].[C@@H]1(N)CCCC[C@H]1N, predict the reaction product. The product is: [CH:19]1[C:20]2[C:24]3[CH:25]=[CH:26][CH:27]=[CH:28][C:23]=3[S:22][C:21]=2[C:16]([N:6]2[C:5]3[CH:4]=[CH:3][C:2]([F:1])=[CH:14][C:13]=3[C:12]3[C:7]2=[CH:8][CH:9]=[CH:10][CH:11]=3)=[CH:17][CH:18]=1. (8) Given the reactants [Cl:1][C:2]1[CH:3]=[C:4]2[C:9](=[C:10]([Cl:13])[C:11]=1[OH:12])[O:8][CH2:7][CH2:6][CH:5]2[C:14]([O:16][CH2:17][CH3:18])=[O:15].F[C:20]1[CH:32]=[CH:31][C:23]([C:24]([O:26][C:27]([CH3:30])([CH3:29])[CH3:28])=[O:25])=[CH:22][C:21]=1[N+:33]([O-:35])=[O:34].C([O-])([O-])=O.[K+].[K+], predict the reaction product. The product is: [C:27]([O:26][C:24]([C:23]1[CH:31]=[CH:32][C:20]([O:12][C:11]2[C:10]([Cl:13])=[C:9]3[C:4]([CH:5]([C:14]([O:16][CH2:17][CH3:18])=[O:15])[CH2:6][CH2:7][O:8]3)=[CH:3][C:2]=2[Cl:1])=[C:21]([N+:33]([O-:35])=[O:34])[CH:22]=1)=[O:25])([CH3:30])([CH3:28])[CH3:29]. (9) Given the reactants [N:1]1([C@@H:6]2[CH2:10][CH2:9][C@H:8](O)[CH2:7]2)[CH:5]=[CH:4][CH:3]=[N:2]1.[C:12]1(=[O:22])[NH:16][C:15](=[O:17])[C:14]2=[CH:18][CH:19]=[CH:20][CH:21]=[C:13]12.CC(OC(/N=N/C(OC(C)C)=O)=O)C.C1(P(C2C=CC=CC=2)C2C=CC=CC=2)C=CC=CC=1, predict the reaction product. The product is: [N:1]1([C@H:6]2[CH2:10][CH2:9][C@H:8]([N:16]3[C:15](=[O:17])[C:14]4=[CH:18][CH:19]=[CH:20][CH:21]=[C:13]4[C:12]3=[O:22])[CH2:7]2)[CH:5]=[CH:4][CH:3]=[N:2]1. (10) Given the reactants [Br:1][C:2]1[CH:3]=[C:4]2[C:9](=[CH:10][CH:11]=1)[N:8]=[CH:7][C:6]([N+:12]([O-])=O)=[C:5]2[C:15]([C:17]1[CH:22]=[CH:21][C:20]([C:23]([CH3:27])([CH3:26])[C:24]#[N:25])=[CH:19][CH:18]=1)=[O:16], predict the reaction product. The product is: [NH2:12][C:6]1[CH:7]=[N:8][C:9]2[C:4]([C:5]=1[C:15]([C:17]1[CH:18]=[CH:19][C:20]([C:23]([CH3:26])([CH3:27])[C:24]#[N:25])=[CH:21][CH:22]=1)=[O:16])=[CH:3][C:2]([Br:1])=[CH:11][CH:10]=2.